Dataset: Forward reaction prediction with 1.9M reactions from USPTO patents (1976-2016). Task: Predict the product of the given reaction. (1) Given the reactants [NH2:1][C@@H:2]([CH2:11][OH:12])[C@H:3]([C:5]1[CH:10]=[CH:9][CH:8]=[CH:7][CH:6]=1)[OH:4].N1C=CN=C1.[Si:18](Cl)([C:21]([CH3:24])([CH3:23])[CH3:22])([CH3:20])[CH3:19], predict the reaction product. The product is: [NH2:1][C@@H:2]([CH2:11][O:12][Si:18]([C:21]([CH3:24])([CH3:23])[CH3:22])([CH3:20])[CH3:19])[C@H:3]([C:5]1[CH:6]=[CH:7][CH:8]=[CH:9][CH:10]=1)[OH:4]. (2) Given the reactants [F:1][C:2]1[CH:3]=[C:4]([CH:7]=[CH:8][C:9]=1[C:10]([F:13])([F:12])[F:11])[CH:5]=O.[C:14]([NH:17][NH2:18])([NH2:16])=[NH:15].[ClH:19], predict the reaction product. The product is: [ClH:19].[F:1][C:2]1[CH:3]=[C:4]([CH:7]=[CH:8][C:9]=1[C:10]([F:13])([F:12])[F:11])[CH:5]=[N:18][NH:17][C:14]([NH2:16])=[NH:15]. (3) Given the reactants [CH:1]1([N:4]([CH3:21])[CH:5]2[CH2:14][CH2:13][C:12]([CH3:16])([CH3:15])[C:11]3[C:10](OC)=[C:9]([C:19]#[CH:20])[CH:8]=[CH:7][C:6]2=3)[CH2:3][CH2:2]1.[CH3:22][O:23][C:24](=[O:33])[CH2:25][C:26]1[CH:31]=[CH:30][C:29](I)=[CH:28][CH:27]=1.C(N(CC)CC)C.[C:41](OCC)(=[O:43])C, predict the reaction product. The product is: [CH3:22][O:23][C:24](=[O:33])[CH2:25][C:26]1[CH:31]=[CH:30][C:29]([C:20]#[C:19][C:9]2[CH:8]=[C:7]([O:43][CH3:41])[C:6]3[CH:5]([N:4]([CH:1]4[CH2:2][CH2:3]4)[CH3:21])[CH2:14][CH2:13][C:12]([CH3:16])([CH3:15])[C:11]=3[CH:10]=2)=[CH:28][CH:27]=1.